Dataset: Full USPTO retrosynthesis dataset with 1.9M reactions from patents (1976-2016). Task: Predict the reactants needed to synthesize the given product. (1) Given the product [N:26]1([NH:25][C:3]([C:5]2[NH:6][N:7]=[C:8]([O:10][CH2:11][C:12]3[C:13]([C:18]4[CH:23]=[CH:22][C:21]([F:24])=[CH:20][N:19]=4)=[N:14][O:15][C:16]=3[CH3:17])[CH:9]=2)=[O:4])[CH2:31][CH2:30][O:29][CH2:28][CH2:27]1, predict the reactants needed to synthesize it. The reactants are: CO[C:3]([C:5]1[NH:6][N:7]=[C:8]([O:10][CH2:11][C:12]2[C:13]([C:18]3[CH:23]=[CH:22][C:21]([F:24])=[CH:20][N:19]=3)=[N:14][O:15][C:16]=2[CH3:17])[CH:9]=1)=[O:4].[NH2:25][N:26]1[CH2:31][CH2:30][O:29][CH2:28][CH2:27]1. (2) Given the product [Cl:30][C:27]1[CH:28]=[C:29]2[CH:19]([OH:18])[C:20]3[CH:34]=[C:33]([CH:35]([F:37])[CH3:36])[N:32]=[CH:31][C:21]=3[CH:22]=[CH:23][C:24]2=[N:25][CH:26]=1, predict the reactants needed to synthesize it. The reactants are: [Si]([O:18][CH:19]1[C:29]2[C:24](=[N:25][CH:26]=[C:27]([Cl:30])[CH:28]=2)[CH:23]=[CH:22][C:21]2[CH:31]=[N:32][C:33]([CH:35]([F:37])[CH3:36])=[CH:34][C:20]1=2)(C(C)(C)C)(C1C=CC=CC=1)C1C=CC=CC=1.CCCC[N+](CCCC)(CCCC)CCCC.[F-]. (3) Given the product [CH2:1]([O:5][C:6]([N:8]1[CH2:13][CH2:12][N:11]([C:14](=[O:36])[C@@H:15]([NH2:25])[CH2:16][CH2:17][C:18]([O:20][C:21]([CH3:24])([CH3:23])[CH3:22])=[O:19])[CH2:10][CH2:9]1)=[O:7])[CH2:2][CH2:3][CH3:4], predict the reactants needed to synthesize it. The reactants are: [CH2:1]([O:5][C:6]([N:8]1[CH2:13][CH2:12][N:11]([C:14](=[O:36])[C@@H:15]([NH:25]C(OCC2C=CC=CC=2)=O)[CH2:16][CH2:17][C:18]([O:20][C:21]([CH3:24])([CH3:23])[CH3:22])=[O:19])[CH2:10][CH2:9]1)=[O:7])[CH2:2][CH2:3][CH3:4]. (4) Given the product [Br:3][C:11]12[CH2:16][CH:7]3[CH2:14][C:13]([Br:5])([CH2:15][CH:9]([CH:8]3[NH:17][C:18](=[O:20])[CH3:19])[CH2:10]1)[CH2:12]2, predict the reactants needed to synthesize it. The reactants are: BrBr.[Br-:3].[Al+3].[Br-:5].[Br-].[CH:7]12[CH2:16][CH:11]3[CH2:12][CH:13]([CH2:15][CH:9]([CH2:10]3)[CH:8]1[NH:17][C:18](=[O:20])[CH3:19])[CH2:14]2.S(=O)(O)[O-].[Na+]. (5) Given the product [Br:1][C:2]1[CH:3]=[CH:4][C:5]([C:8]([N:10]([C@@H:12]2[CH2:17][CH2:16][N:15]([C:37]([CH:34]3[CH2:33][CH2:32][N:31]([C:29]([CH:26]4[CH2:28][CH2:27]4)=[O:30])[CH2:36][CH2:35]3)=[O:38])[CH2:14][C@H:13]2[C:18]2[CH:23]=[CH:22][C:21]([Cl:24])=[C:20]([Cl:25])[CH:19]=2)[CH3:11])=[O:9])=[N:6][CH:7]=1, predict the reactants needed to synthesize it. The reactants are: [Br:1][C:2]1[CH:3]=[CH:4][C:5]([C:8]([N:10]([C@@H:12]2[CH2:17][CH2:16][NH:15][CH2:14][C@H:13]2[C:18]2[CH:23]=[CH:22][C:21]([Cl:24])=[C:20]([Cl:25])[CH:19]=2)[CH3:11])=[O:9])=[N:6][CH:7]=1.[CH:26]1([C:29]([N:31]2[CH2:36][CH2:35][CH:34]([C:37](O)=[O:38])[CH2:33][CH2:32]2)=[O:30])[CH2:28][CH2:27]1.